Dataset: Full USPTO retrosynthesis dataset with 1.9M reactions from patents (1976-2016). Task: Predict the reactants needed to synthesize the given product. (1) Given the product [F:1][C:2]1[C:11]2[CH:12]=[CH:13][C:14](=[O:15])[N:9]3[C:10]=2[C:135]([C:134]([OH:138])([CH2:137][OH:39])[CH2:136][CH2:8]3)=[CH:4][CH:3]=1, predict the reactants needed to synthesize it. The reactants are: [F:1][C:2]1[C:11]2[CH:12]=[CH:13][C:14](=[O:15])[N:9]3[C:10]=2C(C(=C)C[CH2:8]3)=[CH:4][CH:3]=1.O.CC[C@H]1[C@H]2C[C@H]([C@H](OC3C4C(=CC=CC=4)C(O[C@H](C4C=CN=C5C=4C=C(OC)C=C5)[C@@H]4N5C[C@H](CC)[C@@H](CC5)C4)=NN=3)C3C=CN=C4C=3C=C([O:39]C)C=C4)N(CC2)C1.CC[C@@H]1[C@@H]2C[C@H]([C@@H](OC3C4C(=CC=CC=4)C(O[C@@H](C4C=CN=C5C=4C=C(OC)C=C5)[C@@H]4N5C[C@H](CC)[C@@H](CC5)C4)=NN=3)C3C=CN=C4C=3C=C(OC)C=C4)N(CC2)C1.[C:134]([OH:138])([CH3:137])([CH3:136])[CH3:135]. (2) Given the product [CH3:29][O:30][CH2:31][CH2:32][CH2:33][N:34]1[CH:38]=[C:37]([NH:39][C:2]2[N:7]=[C:6]([C:8]3[CH:9]=[CH:10][C:11]([O:16][CH:17]4[CH2:22][CH2:21][O:20][CH2:19][CH2:18]4)=[C:12]([CH:15]=3)[C:13]#[N:14])[CH:5]=[CH:4][N:3]=2)[CH:36]=[N:35]1, predict the reactants needed to synthesize it. The reactants are: Cl[C:2]1[N:7]=[C:6]([C:8]2[CH:9]=[CH:10][C:11]([O:16][CH:17]3[CH2:22][CH2:21][O:20][CH2:19][CH2:18]3)=[C:12]([CH:15]=2)[C:13]#[N:14])[CH:5]=[CH:4][N:3]=1.O1CCOCC1.[CH3:29][O:30][CH2:31][CH2:32][CH2:33][N:34]1[CH:38]=[C:37]([NH2:39])[CH:36]=[N:35]1.C(N(CC)CC)C.